Task: Predict the product of the given reaction.. Dataset: Forward reaction prediction with 1.9M reactions from USPTO patents (1976-2016) (1) Given the reactants [CH3:1][C@H:2]1[CH2:7][NH:6][C@H:5]([CH3:8])[CH2:4][N:3]1[C:9]1[CH:16]=[C:15]([O:17][CH3:18])[C:12]([C:13]#[N:14])=[C:11]([F:19])[CH:10]=1.[N:20]([C:23]1[CH:30]=[CH:29][C:26]([C:27]#[N:28])=[CH:25][CH:24]=1)=[C:21]=[O:22], predict the reaction product. The product is: [C:27]([C:26]1[CH:29]=[CH:30][C:23]([NH:20][C:21]([N:6]2[CH2:7][C@H:2]([CH3:1])[N:3]([C:9]3[CH:16]=[C:15]([O:17][CH3:18])[C:12]([C:13]#[N:14])=[C:11]([F:19])[CH:10]=3)[CH2:4][C@H:5]2[CH3:8])=[O:22])=[CH:24][CH:25]=1)#[N:28]. (2) The product is: [I:42][C:39]1[CH:40]=[CH:41][C:36]([C:35]#[C:34][CH2:33][N:9]2[C:10]3[C:6](=[CH:5][CH:4]=[C:3]([O:2][CH3:1])[CH:11]=3)[C:7]([C:12]([C:14]3[CH:19]=[C:18]([O:20][CH3:21])[C:17]([O:22][CH3:23])=[C:16]([O:24][CH3:25])[CH:15]=3)=[O:13])=[CH:8]2)=[CH:37][CH:38]=1. Given the reactants [CH3:1][O:2][C:3]1[CH:11]=[C:10]2[C:6]([C:7]([C:12]([C:14]3[CH:19]=[C:18]([O:20][CH3:21])[C:17]([O:22][CH3:23])=[C:16]([O:24][CH3:25])[CH:15]=3)=[O:13])=[CH:8][NH:9]2)=[CH:5][CH:4]=1.C([O-])([O-])=O.[K+].[K+].Br[CH2:33][C:34]#[C:35][C:36]1[CH:41]=[CH:40][C:39]([I:42])=[CH:38][CH:37]=1, predict the reaction product.